From a dataset of Reaction yield outcomes from USPTO patents with 853,638 reactions. Predict the reaction yield, written as a fraction of the theoretical maximum amount of product (1.0 means a 100% yield; for example, 0.34 means a 34% yield). (1) The reactants are Cl.[F:2][C:3]1[CH:4]=[C:5]([CH:11]=[CH:12][CH:13]=1)[C:6](=[NH:10])[O:7][CH2:8][CH3:9].C(N(CC)CC)C.[Cl:21][CH2:22][C:23](Cl)=[O:24]. The catalyst is ClCCl. The product is [Cl:21][CH2:22][C:23](/[N:10]=[C:6](\[O:7][CH2:8][CH3:9])/[C:5]1[CH:11]=[CH:12][CH:13]=[C:3]([F:2])[CH:4]=1)=[O:24]. The yield is 1.01. (2) The reactants are [O:1]=[C:2]1[C:14]2[C:9](=[N:10][C:11](C#N)=[C:12]([C:15]#[N:16])[N:13]=2)[C:8]2[CH:7]=[CH:6][CH:5]=[CH:4][C:3]1=2.[BH4-].[Na+].[OH2:21].[CH3:22]O. No catalyst specified. The product is [OH:1][CH:2]1[C:14]2[C:9](=[N:10][C:11]([O:21][CH3:22])=[C:12]([C:15]#[N:16])[N:13]=2)[C:8]2[CH:7]=[CH:6][CH:5]=[CH:4][C:3]1=2. The yield is 0.530. (3) The catalyst is C(O)C.O.C1C=CC([P]([Pd]([P](C2C=CC=CC=2)(C2C=CC=CC=2)C2C=CC=CC=2)([P](C2C=CC=CC=2)(C2C=CC=CC=2)C2C=CC=CC=2)[P](C2C=CC=CC=2)(C2C=CC=CC=2)C2C=CC=CC=2)(C2C=CC=CC=2)C2C=CC=CC=2)=CC=1. The yield is 0.730. The reactants are Br[C:2]1[CH:7]=[CH:6][CH:5]=[C:4]([N:8]2[C:12]([CH3:13])=[CH:11][CH:10]=[C:9]2[CH3:14])[N:3]=1.[CH2:15]([O:22][C:23]1[C:28]([CH2:29][CH3:30])=[CH:27][C:26](B(O)O)=[C:25]([O:34][CH3:35])[CH:24]=1)[C:16]1[CH:21]=[CH:20][CH:19]=[CH:18][CH:17]=1.C(=O)([O-])[O-].[Na+].[Na+]. The product is [CH2:15]([O:22][C:23]1[C:28]([CH2:29][CH3:30])=[CH:27][C:26]([C:2]2[CH:7]=[CH:6][CH:5]=[C:4]([N:8]3[C:12]([CH3:13])=[CH:11][CH:10]=[C:9]3[CH3:14])[N:3]=2)=[C:25]([O:34][CH3:35])[CH:24]=1)[C:16]1[CH:17]=[CH:18][CH:19]=[CH:20][CH:21]=1. (4) The reactants are [C:1]([C:3]1[CH:8]=[CH:7][C:6]([CH:9]2[CH2:14][CH2:13][N:12](C(OC(C)(C)C)=O)[CH2:11][CH2:10]2)=[CH:5][CH:4]=1)#[N:2].[ClH:22]. The catalyst is C(OCC)(=O)C. The product is [ClH:22].[NH:12]1[CH2:13][CH2:14][CH:9]([C:6]2[CH:7]=[CH:8][C:3]([C:1]#[N:2])=[CH:4][CH:5]=2)[CH2:10][CH2:11]1. The yield is 0.570. (5) The reactants are [H-].[Na+].Cl[C:4]1[N:9]=[C:8]([N:10]2[CH2:14][CH2:13][CH2:12][CH:11]2[C:15]2[O:19][N:18]=[C:17]([C:20]3[CH:25]=[CH:24][CH:23]=[CH:22][N:21]=3)[CH:16]=2)[N:7]=[C:6]([NH:26][C:27]2[CH:31]=[C:30]([CH:32]3[CH2:34][CH2:33]3)[NH:29][N:28]=2)[CH:5]=1.[CH2:35]([OH:38])[CH2:36][OH:37]. No catalyst specified. The product is [OH:37][CH2:36][CH2:35][O:38][C:4]1[N:9]=[C:8]([N:10]2[CH2:14][CH2:13][CH2:12][CH:11]2[C:15]2[O:19][N:18]=[C:17]([C:20]3[CH:25]=[CH:24][CH:23]=[CH:22][N:21]=3)[CH:16]=2)[N:7]=[C:6]([NH:26][C:27]2[CH:31]=[C:30]([CH:32]3[CH2:34][CH2:33]3)[NH:29][N:28]=2)[CH:5]=1. The yield is 0.140.